This data is from Reaction yield outcomes from USPTO patents with 853,638 reactions. The task is: Predict the reaction yield, written as a fraction of the theoretical maximum amount of product (1.0 means a 100% yield; for example, 0.34 means a 34% yield). (1) The reactants are [C:1]([N:9]1[CH2:22][CH2:21][C:20]2[C:19]3[CH:18]=[C:17](Br)[CH:16]=[CH:15][C:14]=3[NH:13][C:12]=2[CH2:11][CH2:10]1)(=[O:8])[C:2]1[CH:7]=[CH:6][CH:5]=[CH:4][CH:3]=1.[CH3:24][O:25][C:26]1[CH:31]=[CH:30][C:29](B(O)O)=[CH:28][CH:27]=1.CCOC(C)=O.CCCCCCC. The catalyst is C(COC)OC.C(=O)([O-])[O-].[Na+].[Na+].C1C=CC([P]([Pd]([P](C2C=CC=CC=2)(C2C=CC=CC=2)C2C=CC=CC=2)([P](C2C=CC=CC=2)(C2C=CC=CC=2)C2C=CC=CC=2)[P](C2C=CC=CC=2)(C2C=CC=CC=2)C2C=CC=CC=2)(C2C=CC=CC=2)C2C=CC=CC=2)=CC=1. The product is [C:1]([N:9]1[CH2:22][CH2:21][C:20]2[C:19]3[CH:18]=[C:17]([C:29]4[CH:30]=[CH:31][C:26]([O:25][CH3:24])=[CH:27][CH:28]=4)[CH:16]=[CH:15][C:14]=3[NH:13][C:12]=2[CH2:11][CH2:10]1)(=[O:8])[C:2]1[CH:7]=[CH:6][CH:5]=[CH:4][CH:3]=1. The yield is 0.370. (2) The reactants are [Cl:1][C:2]1[N:6]2[CH:7]=[C:8]([CH2:15][CH:16]([CH3:18])[CH3:17])[CH:9]=[C:10]([C:11]([F:14])([F:13])[F:12])[C:5]2=[N:4][C:3]=1[C:19](O)=[O:20].Cl.[NH:23]1[CH2:28][CH2:27][CH:26]([N:29]2[C:33](=[O:34])[CH2:32][O:31][C:30]2=[O:35])[CH2:25][CH2:24]1.C(N(C(C)C)C(C)C)C.F[P-](F)(F)(F)(F)F.CN(C(ON1C2=NC=CC=C2N=N1)=[N+](C)C)C. The catalyst is CN(C)C=O.C(OCC)(=O)C. The product is [Cl:1][C:2]1[N:6]2[CH:7]=[C:8]([CH2:15][CH:16]([CH3:18])[CH3:17])[CH:9]=[C:10]([C:11]([F:13])([F:14])[F:12])[C:5]2=[N:4][C:3]=1[C:19]([N:23]1[CH2:24][CH2:25][CH:26]([N:29]2[C:33](=[O:34])[CH2:32][O:31][C:30]2=[O:35])[CH2:27][CH2:28]1)=[O:20]. The yield is 0.880. (3) The reactants are [Si:1]([O:8][CH2:9][C:10]1[S:14][C:13]([Cl:15])=[C:12]([CH:16]=[O:17])[CH:11]=1)([C:4]([CH3:7])([CH3:6])[CH3:5])([CH3:3])[CH3:2].[Cl:18][C:19]1[CH:20]=[C:21]([Mg]Br)[CH:22]=[CH:23][CH:24]=1. The catalyst is C1COCC1. The product is [Si:1]([O:8][CH2:9][C:10]1[S:14][C:13]([Cl:15])=[C:12]([CH:16]([C:23]2[CH:22]=[CH:21][CH:20]=[C:19]([Cl:18])[CH:24]=2)[OH:17])[CH:11]=1)([C:4]([CH3:7])([CH3:6])[CH3:5])([CH3:3])[CH3:2]. The yield is 0.970. (4) The yield is 0.990. The reactants are [CH3:1][O:2][CH2:3][C@@H:4]1[CH2:8][N:7]([C:9]([O:11][C:12]([CH3:15])([CH3:14])[CH3:13])=[O:10])[C@H:6]([C:16]([O:18]C)=[O:17])[CH2:5]1.[Li+].[OH-].Cl. The product is [C:12]([O:11][C:9]([N:7]1[CH2:8][C@@H:4]([CH2:3][O:2][CH3:1])[CH2:5][C@H:6]1[C:16]([OH:18])=[O:17])=[O:10])([CH3:15])([CH3:13])[CH3:14]. The catalyst is C1COCC1.CO. (5) The product is [CH3:12][Si:11]([CH3:14])([CH3:13])[C:9]#[C:10][C:5]1[N:4]=[CH:3][C:2]([NH2:1])=[CH:7][CH:6]=1. The reactants are [NH2:1][C:2]1[CH:3]=[N:4][C:5](Br)=[CH:6][CH:7]=1.[C:9]([Si:11]([CH3:14])([CH3:13])[CH3:12])#[CH:10].CC#N.CN(C=O)C. The yield is 0.680. The catalyst is [Cu]I.C1C=CC([P]([Pd]([P](C2C=CC=CC=2)(C2C=CC=CC=2)C2C=CC=CC=2)([P](C2C=CC=CC=2)(C2C=CC=CC=2)C2C=CC=CC=2)[P](C2C=CC=CC=2)(C2C=CC=CC=2)C2C=CC=CC=2)(C2C=CC=CC=2)C2C=CC=CC=2)=CC=1.CCN(CC)CC. (6) The reactants are C[O:2][C:3](=[O:21])[CH:4]([N:9]1[C:17]2[C:12](=[CH:13][C:14]([CH3:18])=[CH:15][CH:16]=2)[C:11](=[O:19])[C:10]1=[O:20])[CH2:5][CH:6]([CH3:8])[CH3:7].O.[OH-].[Li+]. The catalyst is O1CCCC1.O. The product is [CH3:7][CH:6]([CH3:8])[CH2:5][CH:4]([N:9]1[C:17]2[C:12](=[CH:13][C:14]([CH3:18])=[CH:15][CH:16]=2)[C:11](=[O:19])[C:10]1=[O:20])[C:3]([OH:21])=[O:2]. The yield is 0.990. (7) The reactants are [OH-].[Li+].C[O:4][C:5](=[O:14])[C:6]1[CH:11]=[C:10]([CH3:12])[CH:9]=[C:8]([F:13])[CH:7]=1. The catalyst is O1CCCC1. The product is [F:13][C:8]1[CH:7]=[C:6]([CH:11]=[C:10]([CH3:12])[CH:9]=1)[C:5]([OH:14])=[O:4]. The yield is 0.980. (8) The reactants are [CH3:1][O:2][C:3]([C:5]1[CH:14]=[C:13](OS(C(F)(F)F)(=O)=O)[C:12]2[C:7](=[C:8]([O:23][CH2:24][C:25]3[CH:30]=[CH:29][CH:28]=[CH:27][CH:26]=3)[CH:9]=[CH:10][CH:11]=2)[N:6]=1)=[O:4].[CH3:31][N:32]1[CH2:37][CH2:36][NH:35][CH2:34][CH2:33]1. The product is [CH3:1][O:2][C:3]([C:5]1[CH:14]=[C:13]([N:35]2[CH2:36][CH2:37][N:32]([CH2:31][C:7]3[CH:12]=[CH:11][CH:10]=[CH:9][CH:8]=3)[CH2:33][CH2:34]2)[C:12]2[C:7](=[C:8]([O:23][CH2:24][C:25]3[CH:30]=[CH:29][CH:28]=[CH:27][CH:26]=3)[CH:9]=[CH:10][CH:11]=2)[N:6]=1)=[O:4]. No catalyst specified. The yield is 0.620. (9) The reactants are Cl.[CH3:2][NH:3][O:4][CH3:5].[F:6][C:7]([F:18])([F:17])[C:8]1[CH:9]=[C:10]([CH:14]=[CH:15][CH:16]=1)[C:11](Cl)=[O:12]. The catalyst is C(Cl)Cl. The product is [CH3:5][O:4][N:3]([CH3:2])[C:11](=[O:12])[C:10]1[CH:14]=[CH:15][CH:16]=[C:8]([C:7]([F:18])([F:17])[F:6])[CH:9]=1. The yield is 1.00.